Dataset: Reaction yield outcomes from USPTO patents with 853,638 reactions. Task: Predict the reaction yield, written as a fraction of the theoretical maximum amount of product (1.0 means a 100% yield; for example, 0.34 means a 34% yield). (1) The reactants are [Cl:1][C:2]1[CH:12]=[CH:11][C:5](/[CH:6]=[CH:7]/[C:8]([OH:10])=O)=[CH:4][C:3]=1[N+:13]([O-:15])=[O:14].[C:16]([N:19]1[CH2:24][CH2:23][NH:22][CH2:21][CH2:20]1)(=[O:18])[CH3:17].CCN=C=NCCCN(C)C. The catalyst is CN(C=O)C. The product is [Cl:1][C:2]1[CH:12]=[CH:11][C:5](/[CH:6]=[CH:7]/[C:8]([N:22]2[CH2:23][CH2:24][N:19]([C:16](=[O:18])[CH3:17])[CH2:20][CH2:21]2)=[O:10])=[CH:4][C:3]=1[N+:13]([O-:15])=[O:14]. The yield is 0.916. (2) The reactants are [Cl:1][C:2]1[CH:6]=[N:5][N:4]([CH3:7])[C:3]=1[C:8]1[CH:9]=[C:10]([NH2:23])[CH:11]=[CH:12][C:13]=1[O:14][CH2:15][CH2:16][N:17]1[CH2:22][CH2:21][O:20][CH2:19][CH2:18]1.[F:24][C:25]1[CH:26]=[C:27]([CH:31]=[CH:32][C:33]=1[CH3:34])[C:28](Cl)=[O:29].C(N(CC)CC)C. The catalyst is C(Cl)Cl. The product is [Cl:1][C:2]1[CH:6]=[N:5][N:4]([CH3:7])[C:3]=1[C:8]1[CH:9]=[C:10]([NH:23][C:28](=[O:29])[C:27]2[CH:31]=[CH:32][C:33]([CH3:34])=[C:25]([F:24])[CH:26]=2)[CH:11]=[CH:12][C:13]=1[O:14][CH2:15][CH2:16][N:17]1[CH2:18][CH2:19][O:20][CH2:21][CH2:22]1. The yield is 0.140. (3) The reactants are [NH:1]1[C:5]2=[N:6][CH:7]=[CH:8][CH:9]=[C:4]2[C:3](/[CH:10]=[C:11]2\[O:12][C:13]3[C:20]([CH2:21][N:22]4[CH2:27][CH2:26][N:25](C(OC(C)(C)C)=O)[CH2:24][CH2:23]4)=[C:19]([O:35][CH3:36])[CH:18]=[CH:17][C:14]=3[C:15]\2=[O:16])=[CH:2]1.FC(F)(F)C(O)=O. The catalyst is C(Cl)Cl. The product is [NH:1]1[C:5]2=[N:6][CH:7]=[CH:8][CH:9]=[C:4]2[C:3](/[CH:10]=[C:11]2\[O:12][C:13]3[C:20]([CH2:21][N:22]4[CH2:23][CH2:24][NH:25][CH2:26][CH2:27]4)=[C:19]([O:35][CH3:36])[CH:18]=[CH:17][C:14]=3[C:15]\2=[O:16])=[CH:2]1. The yield is 0.970. (4) The reactants are CC(C)([O-])C.[K+].[CH2:7]([OH:16])[CH2:8][O:9][CH2:10][CH2:11][O:12][CH2:13][CH2:14][OH:15].[Br:17][C:18]1[CH:19]=[C:20]2[C:25](=[CH:26][CH:27]=1)[N:24]=[C:23](O)[CH:22]=[CH:21]2.ClCCl. The catalyst is C(#N)C.O. The product is [Br:17][C:18]1[CH:19]=[C:20]2[C:25](=[CH:26][CH:27]=1)[N:24]=[C:23]([O:16][CH2:7][CH2:8][O:9][CH2:10][CH2:11][O:12][CH2:13][CH2:14][OH:15])[CH:22]=[CH:21]2. The yield is 0.910. (5) The reactants are [C:1]1([S:7]([C:10]2[C:18]3[C:13](=[CH:14][CH:15]=[CH:16][C:17]=3[CH2:19][CH2:20][CH2:21]O)[NH:12][CH:11]=2)(=[O:9])=[O:8])[CH:6]=[CH:5][CH:4]=[CH:3][CH:2]=1.N1C=CC=CC=1.C1(C)C=CC(S([Cl:38])(=O)=O)=CC=1. The catalyst is C(#N)C. The product is [C:1]1([S:7]([C:10]2[C:18]3[C:13](=[CH:14][CH:15]=[CH:16][C:17]=3[CH2:19][CH2:20][CH2:21][Cl:38])[NH:12][CH:11]=2)(=[O:9])=[O:8])[CH:6]=[CH:5][CH:4]=[CH:3][CH:2]=1. The yield is 0.480.